Dataset: NCI-60 drug combinations with 297,098 pairs across 59 cell lines. Task: Regression. Given two drug SMILES strings and cell line genomic features, predict the synergy score measuring deviation from expected non-interaction effect. Drug 1: CN(CC1=CN=C2C(=N1)C(=NC(=N2)N)N)C3=CC=C(C=C3)C(=O)NC(CCC(=O)O)C(=O)O. Drug 2: COC1=NC(=NC2=C1N=CN2C3C(C(C(O3)CO)O)O)N. Cell line: EKVX. Synergy scores: CSS=6.99, Synergy_ZIP=-5.02, Synergy_Bliss=-7.17, Synergy_Loewe=-14.5, Synergy_HSA=-6.49.